Dataset: Forward reaction prediction with 1.9M reactions from USPTO patents (1976-2016). Task: Predict the product of the given reaction. (1) Given the reactants C(N(C(C)C)CC)(C)C.[C:10]([O:14][C:15]([NH:17][CH2:18][CH2:19][CH2:20][CH2:21][NH2:22])=[O:16])([CH3:13])([CH3:12])[CH3:11].[CH2:23]([O:25][C:26]([C:28]1[CH:29]=[C:30]([NH:34][C:35]2[N:40]=[C:39]([C:41]3[S:45][C:44](Cl)=[N:43][C:42]=3[C:47]([F:50])([F:49])[F:48])[CH:38]=[CH:37][N:36]=2)[CH:31]=[CH:32][CH:33]=1)=[O:27])[CH3:24], predict the reaction product. The product is: [CH2:23]([O:25][C:26]([C:28]1[CH:29]=[C:30]([NH:34][C:35]2[N:40]=[C:39]([C:41]3[S:45][C:44]([NH:22][CH2:21][CH2:20][CH2:19][CH2:18][NH:17][C:15]([O:14][C:10]([CH3:13])([CH3:12])[CH3:11])=[O:16])=[N:43][C:42]=3[C:47]([F:49])([F:50])[F:48])[CH:38]=[CH:37][N:36]=2)[CH:31]=[CH:32][CH:33]=1)=[O:27])[CH3:24]. (2) Given the reactants [OH:1][C@H:2]1[CH2:11][CH2:10][CH2:9][C@@H:8]2[C@:3]1([C:14]1[CH:19]=[CH:18][CH:17]=[CH:16][CH:15]=1)[CH2:4][CH2:5][C:6](=[O:13])[C@H:7]2[CH3:12].[CH2:20](O)[CH2:21][OH:22].C1(C)C=CC(S(O)(=O)=O)=CC=1, predict the reaction product. The product is: [CH3:12][C@H:7]1[C@H:8]2[C@@:3]([C:14]3[CH:15]=[CH:16][CH:17]=[CH:18][CH:19]=3)([C@@H:2]([OH:1])[CH2:11][CH2:10][CH2:9]2)[CH2:4][CH2:5][C:6]21[O:22][CH2:21][CH2:20][O:13]2. (3) Given the reactants [CH3:1][C:2]1([CH2:9][C:10]([OH:12])=O)[NH:6][C:5](=[O:7])[NH:4][C:3]1=[O:8].Cl.Cl.[CH3:15][C:16]1[CH:25]=[C:24]([CH2:26][O:27][C:28]2[CH:34]=[CH:33][C:31]([NH2:32])=[CH:30][CH:29]=2)[C:23]2[C:18](=[CH:19][CH:20]=[CH:21][CH:22]=2)[N:17]=1.N1CC(=O)NC1=O, predict the reaction product. The product is: [CH3:1][C:2]1([CH2:9][C:10]([NH:32][C:31]2[CH:30]=[CH:29][C:28]([O:27][CH2:26][C:24]3[C:23]4[C:18](=[CH:19][CH:20]=[CH:21][CH:22]=4)[N:17]=[C:16]([CH3:15])[CH:25]=3)=[CH:34][CH:33]=2)=[O:12])[C:3](=[O:8])[NH:4][C:5](=[O:7])[NH:6]1. (4) Given the reactants [Cl:1][C:2]1[C:11]([N+:12]([O-])=O)=[CH:10][C:5]([C:6]([O:8][CH3:9])=[O:7])=[CH:4][N:3]=1, predict the reaction product. The product is: [NH2:12][C:11]1[C:2]([Cl:1])=[N:3][CH:4]=[C:5]([CH:10]=1)[C:6]([O:8][CH3:9])=[O:7]. (5) Given the reactants [CH2:1]([O:3][C:4](=[O:12])[C:5]1[CH:10]=[C:9](Br)[CH:8]=[N:7][CH:6]=1)[CH3:2].C(N(CC)CC)C.[CH3:20][Si:21]([C:24]#[CH:25])([CH3:23])[CH3:22], predict the reaction product. The product is: [CH2:1]([O:3][C:4](=[O:12])[C:5]1[CH:10]=[C:9]([C:25]#[C:24][Si:21]([CH3:23])([CH3:22])[CH3:20])[CH:8]=[N:7][CH:6]=1)[CH3:2]. (6) The product is: [OH:37][C:34]1[CH:35]=[CH:36][C:31]([C:2]2[N:6]3[CH:7]=[CH:8][N:9]=[C:10]([NH:11][CH2:12][C:13]4[CH:18]=[CH:17][C:16]([S:19]([NH2:22])(=[O:21])=[O:20])=[CH:15][CH:14]=4)[C:5]3=[N:4][CH:3]=2)=[CH:32][CH:33]=1. Given the reactants Br[C:2]1[N:6]2[CH:7]=[CH:8][N:9]=[C:10]([NH:11][CH2:12][C:13]3[CH:18]=[CH:17][C:16]([S:19]([NH2:22])(=[O:21])=[O:20])=[CH:15][CH:14]=3)[C:5]2=[N:4][CH:3]=1.CC1(C)C(C)(C)OB([C:31]2[CH:36]=[CH:35][C:34]([OH:37])=[CH:33][CH:32]=2)O1.C([O-])([O-])=O.[Na+].[Na+].O(C1C=CC=CC=1P(C1C=CC=CC=1)C1C=CC=CC=1)C1C=CC=CC=1P(C1C=CC=CC=1)C1C=CC=CC=1, predict the reaction product. (7) Given the reactants CO[C:3]([NH:5][C@H:6]([C:58]1[CH:63]=[CH:62][CH:61]=[CH:60][CH:59]=1)[C:7]([N:9]1[CH2:13][CH2:12][CH2:11][C@H:10]1[C:14]1[NH:15][C:16]([C:19]2[CH:20]=[CH:21][C:22]3[C:31]4[C:26](=[C:27]5[CH:35]=[CH:34][C:33]([C:36]6[NH:40][C:39]([C@@H:41]7[CH2:45][CH2:44][CH2:43][N:42]7[C:46](=[O:56])[C@@H:47]([NH:51][C:52](=[O:55])[O:53][CH3:54])[CH:48]([CH3:50])[CH3:49])=[N:38][CH:37]=6)=[CH:32][C:28]5=[CH:29][CH:30]=4)[O:25][CH2:24][C:23]=3[CH:57]=2)=[CH:17][N:18]=1)=[O:8])=O.[CH3:64]OC(N[C@H](C1C=CC=CC=1)C(O)=O)=O, predict the reaction product. The product is: [CH3:3][N:5]([CH3:64])[CH:6]([C:58]1[CH:59]=[CH:60][CH:61]=[CH:62][CH:63]=1)[C:7]([N:9]1[CH2:13][CH2:12][CH2:11][C@H:10]1[C:14]1[NH:15][C:16]([C:19]2[CH:20]=[CH:21][C:22]3[C:31]4[C:26](=[C:27]5[CH:35]=[CH:34][C:33]([C:36]6[NH:40][C:39]([C@@H:41]7[CH2:45][CH2:44][CH2:43][N:42]7[C:46](=[O:56])[C@@H:47]([NH:51][C:52](=[O:55])[O:53][CH3:54])[CH:48]([CH3:50])[CH3:49])=[N:38][CH:37]=6)=[CH:32][C:28]5=[CH:29][CH:30]=4)[O:25][CH2:24][C:23]=3[CH:57]=2)=[CH:17][N:18]=1)=[O:8]. (8) Given the reactants [CH2:1]([CH:8]1[CH2:13][CH2:12][N:11]([CH:14]([CH3:21])[CH2:15][C:16](OCC)=[O:17])[CH2:10][CH2:9]1)[C:2]1[CH:7]=[CH:6][CH:5]=[CH:4][CH:3]=1.C(C1CCNCC1)C1C=CC=CC=1.C(OCC)(=O)/C=C/C, predict the reaction product. The product is: [CH2:1]([CH:8]1[CH2:9][CH2:10][N:11]([CH:14]([CH3:21])[CH2:15][CH2:16][OH:17])[CH2:12][CH2:13]1)[C:2]1[CH:7]=[CH:6][CH:5]=[CH:4][CH:3]=1. (9) Given the reactants Cl[C:2]1[C:3]2[CH:10]=[CH:9][S:8][C:4]=2[N:5]=[CH:6][N:7]=1.[NH2:11][OH:12].Cl.C(N(C(C)C)CC)(C)C, predict the reaction product. The product is: [N:5]1[C:4]2[S:8][CH:9]=[CH:10][C:3]=2[C:2]([NH:11][OH:12])=[N:7][CH:6]=1.